Dataset: Full USPTO retrosynthesis dataset with 1.9M reactions from patents (1976-2016). Task: Predict the reactants needed to synthesize the given product. The reactants are: [CH2:1]([NH:8][C:9]([C:11]1[C:12]([NH:19][CH2:20][C:21]2[CH:26]=[CH:25][C:24]([O:27][CH3:28])=[C:23]([Cl:29])[CH:22]=2)=[N:13][C:14]([S:17][CH3:18])=[N:15][CH:16]=1)=[O:10])[C:2]1[CH:7]=[CH:6][CH:5]=[CH:4][CH:3]=1.C1C=C(Cl)C=C(C(OO)=[O:38])C=1. Given the product [CH2:1]([NH:8][C:9]([C:11]1[C:12]([NH:19][CH2:20][C:21]2[CH:26]=[CH:25][C:24]([O:27][CH3:28])=[C:23]([Cl:29])[CH:22]=2)=[N:13][C:14]([S:17]([CH3:18])=[O:38])=[N:15][CH:16]=1)=[O:10])[C:2]1[CH:7]=[CH:6][CH:5]=[CH:4][CH:3]=1, predict the reactants needed to synthesize it.